This data is from Catalyst prediction with 721,799 reactions and 888 catalyst types from USPTO. The task is: Predict which catalyst facilitates the given reaction. (1) Reactant: Cl.[N:2]1([C:8]2[CH:9]=[CH:10][C:11](=[O:14])[NH:12][N:13]=2)[CH2:7][CH2:6][NH:5][CH2:4][CH2:3]1.C(N(CC)CC)C.[C:22](O[C:22]([O:24][C:25]([CH3:28])([CH3:27])[CH3:26])=[O:23])([O:24][C:25]([CH3:28])([CH3:27])[CH3:26])=[O:23]. Product: [O:14]=[C:11]1[NH:12][N:13]=[C:8]([N:2]2[CH2:7][CH2:6][N:5]([C:22]([O:24][C:25]([CH3:28])([CH3:27])[CH3:26])=[O:23])[CH2:4][CH2:3]2)[CH:9]=[CH:10]1. The catalyst class is: 1. (2) Product: [C:29]([N:8]([CH2:9][C:10]1([N:13]([CH3:21])[C:14](=[O:20])[O:15][C:16]([CH3:17])([CH3:18])[CH3:19])[CH2:11][CH2:12]1)[C:5]1[CH:6]=[N:7][C:2]([Cl:1])=[CH:3][CH:4]=1)(=[O:36])[C:30]1[CH:35]=[CH:34][CH:33]=[CH:32][CH:31]=1. The catalyst class is: 7. Reactant: [Cl:1][C:2]1[N:7]=[CH:6][C:5]([NH:8][CH2:9][C:10]2([N:13]([CH3:21])[C:14](=[O:20])[O:15][C:16]([CH3:19])([CH3:18])[CH3:17])[CH2:12][CH2:11]2)=[CH:4][CH:3]=1.C(N(CC)CC)C.[C:29](Cl)(=[O:36])[C:30]1[CH:35]=[CH:34][CH:33]=[CH:32][CH:31]=1. (3) Reactant: [N+:1]([C:4]1[CH:5]=[C:6]2[C:10](=[CH:11][CH:12]=1)[NH:9][C:8]([C:13]([O:15][CH2:16][CH3:17])=[O:14])=[CH:7]2)([O-:3])=[O:2].[H-].[Na+].[CH2:20](I)[CH2:21][CH3:22].O. Product: [N+:1]([C:4]1[CH:5]=[C:6]2[C:10](=[CH:11][CH:12]=1)[N:9]([CH2:20][CH2:21][CH3:22])[C:8]([C:13]([O:15][CH2:16][CH3:17])=[O:14])=[CH:7]2)([O-:3])=[O:2]. The catalyst class is: 16. (4) Reactant: [Cl:1][C:2]1[C:7]([Cl:8])=[C:6]([C:9]2[S:13][C:12]([C:14]([NH:16][NH2:17])=[O:15])=[N:11][C:10]=2[C:18]([N:20]2[CH2:25][CH2:24][CH:23]([F:26])[CH2:22][CH2:21]2)=[O:19])[CH:5]=[CH:4][C:3]=1[S:27]([NH:30][C@@H:31]([CH2:36][CH3:37])[C:32]([F:35])([F:34])[F:33])(=[O:29])=[O:28].BrC1C=CC(S(N[C@@H](CC)C(F)(F)F)(=O)=O)=C(Cl)C=1Cl.FC1CCNCC1.[OH:65][C:66]([CH3:72])([CH3:71])[CH2:67][C:68](O)=[O:69].CN(C(ON1N=NC2C=CC=NC1=2)=[N+](C)C)C.F[P-](F)(F)(F)(F)F. Product: [Cl:1][C:2]1[C:7]([Cl:8])=[C:6]([C:9]2[S:13][C:12]([C:14]([NH:16][NH:17][C:68](=[O:69])[CH2:67][C:66]([OH:65])([CH3:72])[CH3:71])=[O:15])=[N:11][C:10]=2[C:18]([N:20]2[CH2:21][CH2:22][CH:23]([F:26])[CH2:24][CH2:25]2)=[O:19])[CH:5]=[CH:4][C:3]=1[S:27]([NH:30][C@@H:31]([CH2:36][CH3:37])[C:32]([F:34])([F:33])[F:35])(=[O:29])=[O:28]. The catalyst class is: 144. (5) Product: [NH2:1][C:2]1[CH:3]=[C:4]([CH:9]=[CH:10][C:11]=1[S:12]([CH3:13])=[O:22])[CH2:5][N:6]([CH3:8])[CH3:7].[NH2:1][C:2]1[CH:3]=[C:4]([CH:9]=[CH:10][C:11]=1[S:25]([CH3:15])(=[O:28])=[O:26])[CH2:5][N:6]([CH3:8])[CH3:7]. Reactant: [NH2:1][C:2]1[CH:3]=[C:4]([CH:9]=[CH:10][C:11]=1[S:12][CH3:13])[CH2:5][N:6]([CH3:8])[CH3:7].Cl[C:15]1C=CC=C(C(OO)=[O:22])C=1.[S:25]([O-:28])([O-])=[O:26].[Na+].[Na+]. The catalyst class is: 4. (6) Reactant: [NH2:1][C:2]1[N:7]2[N:8]=[CH:9][C:10]([C:11](O)=[O:12])=[C:6]2[N:5]=[CH:4][C:3]=1[C:14]1[CH:19]=[CH:18][C:17]([NH:20][S:21]([C:24]2[CH:29]=[CH:28][CH:27]=[C:26]([Cl:30])[C:25]=2[Cl:31])(=[O:23])=[O:22])=[CH:16][CH:15]=1.[CH3:32][N:33]([CH3:39])[CH:34]1[CH2:38][CH2:37][NH:36][CH2:35]1.C(Cl)CCl.C1C=NC2N(O)N=NC=2C=1.CCN(CC)CC. Product: [NH2:1][C:2]1[N:7]2[N:8]=[CH:9][C:10]([C:11]([N:36]3[CH2:37][CH2:38][CH:34]([N:33]([CH3:39])[CH3:32])[CH2:35]3)=[O:12])=[C:6]2[N:5]=[CH:4][C:3]=1[C:14]1[CH:15]=[CH:16][C:17]([NH:20][S:21]([C:24]2[CH:29]=[CH:28][CH:27]=[C:26]([Cl:30])[C:25]=2[Cl:31])(=[O:23])=[O:22])=[CH:18][CH:19]=1. The catalyst class is: 31. (7) Reactant: [Cl:1][C:2]1[CH:7]=[CH:6][C:5]([CH:8]2[CH2:13][C:12](=[O:14])[NH:11][C:10]([CH3:15])=[C:9]2[C:16]([O:18]C)=[O:17])=[C:4]([F:20])[CH:3]=1.C1COCC1.[OH-].[Na+]. Product: [Cl:1][C:2]1[CH:7]=[CH:6][C:5]([CH:8]2[CH2:13][C:12](=[O:14])[NH:11][C:10]([CH3:15])=[C:9]2[C:16]([OH:18])=[O:17])=[C:4]([F:20])[CH:3]=1. The catalyst class is: 24. (8) Reactant: [Si]([O:8][C@@H:9]1[C@H:13]([CH2:14][CH3:15])[NH:12][C:11](=[O:16])[CH2:10]1)(C(C)(C)C)(C)C.I[C:18]1[CH:25]=[CH:24][C:21]([C:22]#[N:23])=[C:20]([O:26][CH3:27])[CH:19]=1.C(=O)([O-])[O-].[Cs+].[Cs+].C1(P(C2C=CC=CC=2)C2C3OC4C(=CC=CC=4P(C4C=CC=CC=4)C4C=CC=CC=4)C(C)(C)C=3C=CC=2)C=CC=CC=1. Product: [CH2:14]([C@H:13]1[C@@H:9]([OH:8])[CH2:10][C:11](=[O:16])[N:12]1[C:18]1[CH:25]=[CH:24][C:21]([C:22]#[N:23])=[C:20]([O:26][CH3:27])[CH:19]=1)[CH3:15]. The catalyst class is: 488. (9) Reactant: [CH2:1]([N:8]1[C:16]2[C:11](=[C:12]([O:21][CH3:22])[CH:13]=[C:14]3[CH2:20][CH2:19][CH2:18][CH2:17][C:15]3=2)[CH:10]=[C:9]1[CH:23](O)[CH3:24])[C:2]1[CH:7]=[CH:6][CH:5]=[CH:4][CH:3]=1.C(OC(=O)C)(=O)C.N1C=CC=CC=1.C1CC=CCC=1. Product: [CH2:1]([N:8]1[C:16]2[C:11](=[C:12]([O:21][CH3:22])[CH:13]=[C:14]3[CH2:20][CH2:19][CH2:18][CH2:17][C:15]3=2)[CH:10]=[C:9]1[CH2:23][CH3:24])[C:2]1[CH:3]=[CH:4][CH:5]=[CH:6][CH:7]=1. The catalyst class is: 312.